From a dataset of Reaction yield outcomes from USPTO patents with 853,638 reactions. Predict the reaction yield, written as a fraction of the theoretical maximum amount of product (1.0 means a 100% yield; for example, 0.34 means a 34% yield). (1) The reactants are [CH2:1]([C:8]1[C:9](Cl)=[N:10][C:11]([NH2:14])=[N:12][CH:13]=1)[C:2]1[CH:7]=[CH:6][CH:5]=[CH:4][CH:3]=1.[CH2:16]([NH2:21])[CH2:17][CH2:18][CH2:19][CH3:20]. The catalyst is O1CCOCC1. The product is [NH2:14][C:11]1[N:10]=[C:9]([NH:21][CH2:16][CH2:17][CH2:18][CH2:19][CH3:20])[C:8]([CH2:1][C:2]2[CH:7]=[CH:6][CH:5]=[CH:4][CH:3]=2)=[CH:13][N:12]=1. The yield is 0.822. (2) The reactants are [CH3:1][O:2][C:3]1[CH:8]=[CH:7][C:6]([C:9]2[O:10][C:11]3[C:17]([C:18]([OH:20])=O)=[CH:16][CH:15]=[CH:14][C:12]=3[N:13]=2)=[CH:5][CH:4]=1.Cl.Cl.[NH2:23][CH:24]1[CH:29]2[CH2:30][CH2:31][N:26]([CH2:27][CH2:28]2)[CH2:25]1. No catalyst specified. The product is [N:26]12[CH2:31][CH2:30][CH:29]([CH2:28][CH2:27]1)[CH:24]([NH:23][C:18]([C:17]1[C:11]3[O:10][C:9]([C:6]4[CH:5]=[CH:4][C:3]([O:2][CH3:1])=[CH:8][CH:7]=4)=[N:13][C:12]=3[CH:14]=[CH:15][CH:16]=1)=[O:20])[CH2:25]2. The yield is 0.240. (3) The reactants are [OH:1][C:2]1[CH:3]=[C:4]2[C:9](=[CH:10][CH:11]=1)[C:8](=[O:12])[CH2:7][CH2:6][CH2:5]2.Br[CH2:14][CH2:15][C:16]1[CH:21]=[CH:20][CH:19]=[CH:18][CH:17]=1.C(=O)([O-])[O-].[K+].[K+]. The catalyst is C(#N)C. The product is [C:16]1([CH2:15][CH2:14][O:1][C:2]2[CH:3]=[C:4]3[C:9](=[CH:10][CH:11]=2)[C:8](=[O:12])[CH2:7][CH2:6][CH2:5]3)[CH:21]=[CH:20][CH:19]=[CH:18][CH:17]=1. The yield is 0.610. (4) The reactants are [Br:1][C:2]1[CH:7]=[CH:6][C:5]([O:8][CH2:9][CH2:10][CH2:11]Br)=[CH:4][CH:3]=1.Cl.[F:14][C:15]1([F:21])[CH2:20][CH2:19][NH:18][CH2:17][CH2:16]1.C(=O)([O-])[O-].[K+].[K+]. The catalyst is C(#N)C. The product is [Br:1][C:2]1[CH:7]=[CH:6][C:5]([O:8][CH2:9][CH2:10][CH2:11][N:18]2[CH2:19][CH2:20][C:15]([F:21])([F:14])[CH2:16][CH2:17]2)=[CH:4][CH:3]=1. The yield is 0.500. (5) The reactants are [NH2:1][C:2]1[N:7]=[C:6]([CH2:8][C:9]2[C:14]([Cl:15])=[CH:13][CH:12]=[CH:11][C:10]=2[Cl:16])[N:5]=[C:4]([NH:17][C:18]2[CH:25]=[CH:24][C:21]([C:22]#[N:23])=[CH:20][CH:19]=2)[N:3]=1.[H-].[Na+].[N:28]([CH:31]([CH3:33])[CH3:32])=[C:29]=[O:30]. The catalyst is CN(C=O)C. The product is [C:22]([C:21]1[CH:20]=[CH:19][C:18]([NH:17][C:4]2[N:5]=[C:6]([CH2:8][C:9]3[C:14]([Cl:15])=[CH:13][CH:12]=[CH:11][C:10]=3[Cl:16])[N:7]=[C:2]([NH:1][C:29]([NH:28][CH:31]([CH3:33])[CH3:32])=[O:30])[N:3]=2)=[CH:25][CH:24]=1)#[N:23]. The yield is 0.851. (6) The reactants are [F:1][C:2]1[CH:7]=[CH:6][C:5]([C:8]2[O:9][C:10]3[CH:20]=[CH:19][C:18]([C:21]4[CH:22]=[C:23]([CH:27]=[CH:28][CH:29]=4)[C:24](O)=[O:25])=[CH:17][C:11]=3[C:12]=2[C:13](=[O:16])[NH:14][CH3:15])=[CH:4][CH:3]=1.CC1C=CC(S(O)(=O)=O)=CC=1.[NH2:41][C@:42]1([C:47]([NH:49][S:50]([CH:53]2[CH2:55][CH2:54]2)(=[O:52])=[O:51])=[O:48])[CH2:44][C@H:43]1[CH:45]=[CH2:46].CN(C(ON1N=NC2C=CC=NC1=2)=[N+](C)C)C.F[P-](F)(F)(F)(F)F.CCN(C(C)C)C(C)C. The catalyst is CO.CN(C=O)C. The product is [CH:53]1([S:50]([NH:49][C:47]([C@@:42]2([NH:41][C:24]([C:23]3[CH:22]=[C:21]([C:18]4[CH:19]=[CH:20][C:10]5[O:9][C:8]([C:5]6[CH:6]=[CH:7][C:2]([F:1])=[CH:3][CH:4]=6)=[C:12]([C:13]([NH:14][CH3:15])=[O:16])[C:11]=5[CH:17]=4)[CH:29]=[CH:28][CH:27]=3)=[O:25])[CH2:44][C@H:43]2[CH:45]=[CH2:46])=[O:48])(=[O:52])=[O:51])[CH2:55][CH2:54]1. The yield is 0.540. (7) The yield is 0.480. The catalyst is C(#N)C. The reactants are [CH3:1][C:2]1[CH:7]=[C:6]([N+:8]([O-:10])=[O:9])[CH:5]=[C:4]([CH3:11])[C:3]=1[OH:12].Br[CH2:14][C:15]([O:17][CH3:18])=[O:16].C(=O)([O-])[O-].[Cs+].[Cs+].O. The product is [CH3:1][C:2]1[CH:7]=[C:6]([N+:8]([O-:10])=[O:9])[CH:5]=[C:4]([CH3:11])[C:3]=1[O:12][CH2:14][C:15]([O:17][CH3:18])=[O:16].